This data is from Catalyst prediction with 721,799 reactions and 888 catalyst types from USPTO. The task is: Predict which catalyst facilitates the given reaction. (1) Reactant: [C:1]([O:5][C:6]([N:8]1[CH2:13][CH2:12][CH:11]([OH:14])[CH2:10][CH2:9]1)=[O:7])([CH3:4])([CH3:3])[CH3:2].[H-].[Na+].Br[CH2:18][CH:19]1[CH2:21][CH2:20]1. Product: [C:1]([O:5][C:6]([N:8]1[CH2:13][CH2:12][CH:11]([O:14][CH2:18][CH:19]2[CH2:21][CH2:20]2)[CH2:10][CH2:9]1)=[O:7])([CH3:4])([CH3:2])[CH3:3]. The catalyst class is: 3. (2) The catalyst class is: 507. Product: [F:8][C:7]1[CH:6]=[CH:5][C:4]([C:9](=[O:10])[C:11]2[CH:16]=[C:15]([O:17][C:18]([F:23])([F:22])[CH:19]([F:21])[F:20])[CH:14]=[C:13]([F:24])[CH:12]=2)=[CH:3][C:2]=1[C:26]#[N:27]. Reactant: Br[C:2]1[CH:3]=[C:4]([C:9]([C:11]2[CH:16]=[C:15]([O:17][C:18]([F:23])([F:22])[CH:19]([F:21])[F:20])[CH:14]=[C:13]([F:24])[CH:12]=2)=[O:10])[CH:5]=[CH:6][C:7]=1[F:8].O.[CH3:26][N:27](C=O)C.